Predict the reactants needed to synthesize the given product. From a dataset of Full USPTO retrosynthesis dataset with 1.9M reactions from patents (1976-2016). Given the product [Cl:33][C:30]1[CH:31]=[CH:32][C:27]([CH:24]2[C:23]3[N:18]=[C:16]([NH:15][C:5]4[CH:6]=[CH:7][C:8]([N:9]5[CH:13]=[C:12]([CH3:14])[N:11]=[CH:10]5)=[C:3]([O:2][CH3:1])[CH:4]=4)[S:17][C:22]=3[CH2:21][CH2:20][CH2:25]2)=[CH:28][C:29]=1[C:34]([F:35])([F:36])[F:37], predict the reactants needed to synthesize it. The reactants are: [CH3:1][O:2][C:3]1[CH:4]=[C:5]([NH:15][C:16]([NH2:18])=[S:17])[CH:6]=[CH:7][C:8]=1[N:9]1[CH:13]=[C:12]([CH3:14])[N:11]=[CH:10]1.Br[CH:20]1[C:25](=O)[CH:24]([C:27]2[CH:32]=[CH:31][C:30]([Cl:33])=[C:29]([C:34]([F:37])([F:36])[F:35])[CH:28]=2)[CH2:23][CH2:22][CH2:21]1.